Dataset: Catalyst prediction with 721,799 reactions and 888 catalyst types from USPTO. Task: Predict which catalyst facilitates the given reaction. (1) Reactant: [NH2:1][C:2]1[N:7]=[C:6]([NH2:8])[C:5]([C:9]2[CH:14]=[CH:13][C:12]([NH:15][CH2:16][C:17]3[CH:22]=[CH:21][C:20]([C:23](=[O:25])[CH3:24])=[CH:19][CH:18]=3)=[CH:11][CH:10]=2)=[C:4]([CH:26]([CH3:28])[CH3:27])[N:3]=1.[BH4-].[Na+]. Product: [NH2:1][C:2]1[N:7]=[C:6]([NH2:8])[C:5]([C:9]2[CH:14]=[CH:13][C:12]([NH:15][CH2:16][C:17]3[CH:22]=[CH:21][C:20]([CH:23]([OH:25])[CH3:24])=[CH:19][CH:18]=3)=[CH:11][CH:10]=2)=[C:4]([CH:26]([CH3:28])[CH3:27])[N:3]=1. The catalyst class is: 5. (2) Reactant: [C:1]([NH:5][C:6]([C:8]1[CH:9]=[C:10]([C:21]2[CH:29]=[CH:28][C:24]([C:25](O)=[O:26])=[CH:23][N:22]=2)[N:11]([C:13]2[CH:14]=[N:15][C:16]([O:19][CH3:20])=[CH:17][CH:18]=2)[N:12]=1)=[O:7])([CH3:4])([CH3:3])[CH3:2].C(=O)(O)[O-].[Na+].C(Cl)(Cl)Cl.CO. Product: [C:1]([NH:5][C:6]([C:8]1[CH:9]=[C:10]([C:21]2[CH:29]=[CH:28][C:24]([CH2:25][OH:26])=[CH:23][N:22]=2)[N:11]([C:13]2[CH:14]=[N:15][C:16]([O:19][CH3:20])=[CH:17][CH:18]=2)[N:12]=1)=[O:7])([CH3:4])([CH3:3])[CH3:2]. The catalyst class is: 7. (3) Reactant: [NH2:1][C:2]1[C:7]([C:8]#[N:9])=[C:6]([CH:10]2[CH2:15][CH2:14][CH:13]([O:16][Si:17]([C:20]([CH3:23])([CH3:22])[CH3:21])([CH3:19])[CH3:18])[CH2:12][CH2:11]2)[C:5]([C:24]#[N:25])=[C:4]([SH:26])[N:3]=1.Cl[CH2:28][C:29]1[N:30]=[C:31]([C:34]2[CH:39]=[CH:38][C:37]([Cl:40])=[CH:36][CH:35]=2)[S:32][CH:33]=1.C(=O)(O)[O-].[Na+]. Product: [NH2:1][C:2]1[C:7]([C:8]#[N:9])=[C:6]([C@H:10]2[CH2:11][CH2:12][C@@H:13]([O:16][Si:17]([C:20]([CH3:22])([CH3:23])[CH3:21])([CH3:18])[CH3:19])[CH2:14][CH2:15]2)[C:5]([C:24]#[N:25])=[C:4]([S:26][CH2:28][C:29]2[N:30]=[C:31]([C:34]3[CH:39]=[CH:38][C:37]([Cl:40])=[CH:36][CH:35]=3)[S:32][CH:33]=2)[N:3]=1. The catalyst class is: 3. (4) Product: [C:27]([O:26][C:12]([N:5]1[CH2:4][C:3]2[C:7](=[C:8]([OH:11])[CH:9]=[CH:10][C:2]=2[Br:1])[CH2:6]1)=[O:17])([CH3:30])([CH3:29])[CH3:28]. The catalyst class is: 5. Reactant: [Br:1][C:2]1[CH:10]=[CH:9][C:8]([OH:11])=[C:7]2[C:3]=1[CH2:4][N:5]([C:12](=[O:17])C(F)(F)F)[CH2:6]2.C([O-])([O-])=O.[K+].[K+].C(OC([O:26][C:27]([CH3:30])([CH3:29])[CH3:28])=O)([O:26][C:27]([CH3:30])([CH3:29])[CH3:28])=O. (5) Reactant: [NH2:1][C:2]1[CH:29]=[CH:28][C:5]([CH2:6][CH:7]([P:18](=[O:27])([O:23][CH2:24][CH:25]=[CH2:26])[O:19][CH2:20][CH:21]=[CH2:22])[P:8](=[O:17])([O:13][CH2:14][CH:15]=[CH2:16])[O:9][CH2:10][CH:11]=[CH2:12])=[CH:4][CH:3]=1.N1C=CC=CC=1.[Br:36][CH2:37][C:38](Br)=[O:39]. Product: [Br:36][CH2:37][C:38]([NH:1][C:2]1[CH:3]=[CH:4][C:5]([CH2:6][CH:7]([P:18](=[O:27])([O:23][CH2:24][CH:25]=[CH2:26])[O:19][CH2:20][CH:21]=[CH2:22])[P:8](=[O:17])([O:13][CH2:14][CH:15]=[CH2:16])[O:9][CH2:10][CH:11]=[CH2:12])=[CH:28][CH:29]=1)=[O:39]. The catalyst class is: 2. (6) Reactant: Cl[C:2]1[C:11]2[C:6](=[C:7]([CH3:16])[CH:8]=[C:9]([S:12]([CH3:15])(=[O:14])=[O:13])[CH:10]=2)[N:5]=[N:4][C:3]=1[C:17]([NH2:19])=[O:18].Cl.N1C=CC=CC=1.Cl.Cl.[F:29][C:30]1[CH:31]=[C:32]([NH2:36])[CH:33]=[N:34][CH:35]=1. Product: [F:29][C:30]1[CH:31]=[C:32]([NH:36][C:2]2[C:11]3[C:6](=[C:7]([CH3:16])[CH:8]=[C:9]([S:12]([CH3:15])(=[O:14])=[O:13])[CH:10]=3)[N:5]=[N:4][C:3]=2[C:17]([NH2:19])=[O:18])[CH:33]=[N:34][CH:35]=1. The catalyst class is: 10.